This data is from NCI-60 drug combinations with 297,098 pairs across 59 cell lines. The task is: Regression. Given two drug SMILES strings and cell line genomic features, predict the synergy score measuring deviation from expected non-interaction effect. (1) Drug 1: CC1=C(C(=CC=C1)Cl)NC(=O)C2=CN=C(S2)NC3=CC(=NC(=N3)C)N4CCN(CC4)CCO. Drug 2: C(=O)(N)NO. Cell line: MALME-3M. Synergy scores: CSS=1.74, Synergy_ZIP=0.409, Synergy_Bliss=1.08, Synergy_Loewe=-0.429, Synergy_HSA=-0.964. (2) Drug 1: C1CCC(C1)C(CC#N)N2C=C(C=N2)C3=C4C=CNC4=NC=N3. Drug 2: C1=CC(=CC=C1CCCC(=O)O)N(CCCl)CCCl. Cell line: CCRF-CEM. Synergy scores: CSS=36.2, Synergy_ZIP=-3.78, Synergy_Bliss=-11.9, Synergy_Loewe=-21.3, Synergy_HSA=-12.7. (3) Drug 1: C1CCN(CC1)CCOC2=CC=C(C=C2)C(=O)C3=C(SC4=C3C=CC(=C4)O)C5=CC=C(C=C5)O. Drug 2: C1C(C(OC1N2C=NC(=NC2=O)N)CO)O. Cell line: MALME-3M. Synergy scores: CSS=3.07, Synergy_ZIP=-2.53, Synergy_Bliss=0.549, Synergy_Loewe=-4.07, Synergy_HSA=-1.48. (4) Drug 2: CNC(=O)C1=NC=CC(=C1)OC2=CC=C(C=C2)NC(=O)NC3=CC(=C(C=C3)Cl)C(F)(F)F. Cell line: CAKI-1. Drug 1: CC1=C(C=C(C=C1)NC(=O)C2=CC=C(C=C2)CN3CCN(CC3)C)NC4=NC=CC(=N4)C5=CN=CC=C5. Synergy scores: CSS=0.962, Synergy_ZIP=-1.23, Synergy_Bliss=-4.23, Synergy_Loewe=-8.24, Synergy_HSA=-6.47. (5) Drug 1: C1=CC(=CC=C1CCC2=CNC3=C2C(=O)NC(=N3)N)C(=O)NC(CCC(=O)O)C(=O)O. Drug 2: C1=C(C(=O)NC(=O)N1)F. Cell line: OVCAR-4. Synergy scores: CSS=53.2, Synergy_ZIP=-7.05, Synergy_Bliss=-10.4, Synergy_Loewe=-1.59, Synergy_HSA=-0.250. (6) Drug 1: C1CCN(CC1)CCOC2=CC=C(C=C2)C(=O)C3=C(SC4=C3C=CC(=C4)O)C5=CC=C(C=C5)O. Drug 2: C1=NC(=NC(=O)N1C2C(C(C(O2)CO)O)O)N. Cell line: HOP-62. Synergy scores: CSS=3.86, Synergy_ZIP=2.08, Synergy_Bliss=7.24, Synergy_Loewe=-1.46, Synergy_HSA=1.39. (7) Drug 1: CC1=C(C=C(C=C1)NC(=O)C2=CC=C(C=C2)CN3CCN(CC3)C)NC4=NC=CC(=N4)C5=CN=CC=C5. Drug 2: C1CCC(C(C1)N)N.C(=O)(C(=O)[O-])[O-].[Pt+4]. Cell line: HCC-2998. Synergy scores: CSS=13.4, Synergy_ZIP=-5.04, Synergy_Bliss=-2.21, Synergy_Loewe=-9.48, Synergy_HSA=-3.93.